This data is from Catalyst prediction with 721,799 reactions and 888 catalyst types from USPTO. The task is: Predict which catalyst facilitates the given reaction. (1) Reactant: [CH:1]1[C:13]2[CH2:12][C:11]3[C:6](=[CH:7][CH:8]=[CH:9][CH:10]=3)[C:5]=2[CH:4]=[CH:3][C:2]=1[C:14]([N:16]1[C:22]2[CH:23]=[CH:24][CH:25]=[CH:26][C:21]=2[CH2:20][N:19]2[CH:27]=[CH:28][CH:29]=[C:18]2[CH2:17]1)=[O:15].[Cl:30][C:31]([Cl:36])([Cl:35])[C:32](Cl)=[O:33]. Product: [Cl:30][C:31]([Cl:36])([Cl:35])[C:32]([C:27]1[N:19]2[C:18]([CH2:17][N:16]([C:14]([C:2]3[CH:3]=[CH:4][C:5]4[C:6]5[C:11](=[CH:10][CH:9]=[CH:8][CH:7]=5)[CH2:12][C:13]=4[CH:1]=3)=[O:15])[C:22]3[CH:23]=[CH:24][CH:25]=[CH:26][C:21]=3[CH2:20]2)=[CH:29][CH:28]=1)=[O:33]. The catalyst class is: 12. (2) Reactant: Br[C:2]1[C:7]([NH:8][CH2:9][CH2:10][CH2:11][CH3:12])=[CH:6][N:5]=[CH:4][N:3]=1.[F:13][C:14]1[CH:24]=[CH:23][C:22]([C:25]([F:28])([F:27])[F:26])=[CH:21][C:15]=1[C:16]([N:18]=[C:19]=[S:20])=[O:17]. Product: [CH2:9]([N:8]1[C:7]2[CH:6]=[N:5][CH:4]=[N:3][C:2]=2[S:20]/[C:19]/1=[N:18]\[C:16](=[O:17])[C:15]1[CH:21]=[C:22]([C:25]([F:28])([F:27])[F:26])[CH:23]=[CH:24][C:14]=1[F:13])[CH2:10][CH2:11][CH3:12]. The catalyst class is: 12.